Predict the reaction yield, written as a fraction of the theoretical maximum amount of product (1.0 means a 100% yield; for example, 0.34 means a 34% yield). From a dataset of Reaction yield outcomes from USPTO patents with 853,638 reactions. (1) The reactants are P([O-])([O-])([O-])=O.[K+].[K+].[K+].C(B([CH2:14][CH3:15])CC)C.Br[C:17]1[CH:18]=[C:19]([CH:22]=[C:23]([Cl:25])[CH:24]=1)[CH:20]=[O:21]. The catalyst is C1COCC1.CCOC(C)=O.C1C=CC(P(C2C=CC=CC=2)[C-]2C=CC=C2)=CC=1.C1C=CC(P(C2C=CC=CC=2)[C-]2C=CC=C2)=CC=1.Cl[Pd]Cl.[Fe+2]. The product is [Cl:25][C:23]1[CH:22]=[C:19]([CH:18]=[C:17]([CH2:14][CH3:15])[CH:24]=1)[CH:20]=[O:21]. The yield is 0.410. (2) The reactants are [Br:1][C:2]1[CH:7]=[C:6]([NH2:8])[C:5]([NH2:9])=[C:4]([N+:10]([O-:12])=[O:11])[CH:3]=1.O.C([O-])([O-])=O.[Na+].[Na+].[C:20](O)(=O)[CH:21]([CH3:23])[CH3:22]. No catalyst specified. The product is [Br:1][C:2]1[CH:3]=[C:4]([N+:10]([O-:12])=[O:11])[C:5]2[N:9]=[C:20]([CH:21]([CH3:23])[CH3:22])[NH:8][C:6]=2[CH:7]=1. The yield is 0.770. (3) The reactants are [C:1]([O:6][C@@H:7]1[C@@H:15]([CH2:16][CH2:17]I)[C:14](=[O:19])[O:13][CH2:12][C@H:11]([NH:20][C:21]([O:23][C:24]([CH3:27])([CH3:26])[CH3:25])=[O:22])[C:10](=[O:28])[O:9][C@H:8]1[CH3:29])(=[O:5])[CH:2]([CH3:4])[CH3:3].CCCC[SnH](CCCC)CCCC.CC(N=NC(C#N)(C)C)(C#N)C. The catalyst is C1C=CC=CC=1. The product is [C:1]([O:6][C@@H:7]1[C@@H:15]([CH2:16][CH3:17])[C:14](=[O:19])[O:13][CH2:12][C@H:11]([NH:20][C:21]([O:23][C:24]([CH3:25])([CH3:26])[CH3:27])=[O:22])[C:10](=[O:28])[O:9][C@H:8]1[CH3:29])(=[O:5])[CH:2]([CH3:4])[CH3:3]. The yield is 0.880.